Dataset: Reaction yield outcomes from USPTO patents with 853,638 reactions. Task: Predict the reaction yield, written as a fraction of the theoretical maximum amount of product (1.0 means a 100% yield; for example, 0.34 means a 34% yield). (1) The reactants are [Br:1][C:2]1[CH:7]=[CH:6][CH:5]=[CH:4][C:3]=1[OH:8].Br[CH2:10][C:11]1[CH:20]=[CH:19][C:14]([C:15]([O:17][CH3:18])=[O:16])=[CH:13][CH:12]=1.C([O-])([O-])=O.[K+].[K+].CC#N. The catalyst is CCOC(C)=O. The product is [Br:1][C:2]1[CH:7]=[CH:6][CH:5]=[CH:4][C:3]=1[O:8][CH2:10][C:11]1[CH:20]=[CH:19][C:14]([C:15]([O:17][CH3:18])=[O:16])=[CH:13][CH:12]=1. The yield is 0.900. (2) The reactants are C([O:4][C@H:5]1[C@H:10]([O:11]C(=O)C)[C@@H:9]([O:15]C(=O)C)[C@H:8]([C:19]2[CH:28]=[C:27]([CH2:29][C:30]3[CH:35]=[CH:34][C:33]([CH:36]4[CH2:38][CH2:37]4)=[CH:32][CH:31]=3)[C:26]([Cl:39])=[C:25]3[C:20]=2[CH2:21][CH2:22][CH2:23][O:24]3)[O:7][C@@H:6]1[CH2:40][O:41]C(=O)C)(=O)C.C[O-].[Na+].CC(O)=O. The catalyst is CO. The product is [Cl:39][C:26]1[C:27]([CH2:29][C:30]2[CH:31]=[CH:32][C:33]([CH:36]3[CH2:38][CH2:37]3)=[CH:34][CH:35]=2)=[CH:28][C:19]([C@H:8]2[C@H:9]([OH:15])[C@@H:10]([OH:11])[C@H:5]([OH:4])[C@@H:6]([CH2:40][OH:41])[O:7]2)=[C:20]2[C:25]=1[O:24][CH2:23][CH2:22][CH2:21]2. The yield is 0.340. (3) The reactants are [NH2:1][C:2]1[NH:7][C:6](=O)[C:5]([C:9]2[CH:14]=[CH:13][N:12]=[CH:11][CH:10]=2)=[C:4]([C:15]2[CH:20]=[CH:19][CH:18]=[C:17]([F:21])[CH:16]=2)[N:3]=1.P(Cl)(Cl)([Cl:24])=O. No catalyst specified. The product is [Cl:24][C:6]1[C:5]([C:9]2[CH:14]=[CH:13][N:12]=[CH:11][CH:10]=2)=[C:4]([C:15]2[CH:20]=[CH:19][CH:18]=[C:17]([F:21])[CH:16]=2)[N:3]=[C:2]([NH2:1])[N:7]=1. The yield is 0.480. (4) The reactants are C(OC([N:8]1[CH2:17][CH2:16][C:15]2[C:10](=[CH:11][CH:12]=[C:13]([O:18][C:19]3[CH:24]=[CH:23][C:22]([C:25](=[O:27])[NH2:26])=[CH:21][CH:20]=3)[CH:14]=2)[CH2:9]1)=O)(C)(C)C.C(O)(C(F)(F)F)=O.C([O-])([O-])=O.[K+].[K+]. The catalyst is C(Cl)Cl. The product is [CH2:9]1[C:10]2[C:15](=[CH:14][C:13]([O:18][C:19]3[CH:24]=[CH:23][C:22]([C:25]([NH2:26])=[O:27])=[CH:21][CH:20]=3)=[CH:12][CH:11]=2)[CH2:16][CH2:17][NH:8]1. The yield is 0.710. (5) The reactants are [C:1]([N:4]1[C:8]2([CH2:13][CH2:12][O:11][CH2:10][CH2:9]2)[CH2:7][CH2:6][CH:5]1[C:14]([O:16]CC)=[O:15])(=[O:3])[CH3:2].O.[OH-].[Li+].Cl. The catalyst is C1COCC1.O.CO. The product is [C:1]([N:4]1[C:8]2([CH2:13][CH2:12][O:11][CH2:10][CH2:9]2)[CH2:7][CH2:6][CH:5]1[C:14]([OH:16])=[O:15])(=[O:3])[CH3:2]. The yield is 0.950.